Dataset: Forward reaction prediction with 1.9M reactions from USPTO patents (1976-2016). Task: Predict the product of the given reaction. (1) The product is: [CH2:1]([O:3][C:4]1[CH:5]=[C:6]([CH:28]=[CH:29][CH:30]=1)[C:7]([C:8]1[C:17]2[C:12](=[CH:13][C:14]([O:20][CH2:21][CH2:22][O:23][CH2:24][CH3:25])=[C:15]([O:18][CH3:19])[CH:16]=2)[C:11]([CH:26]=[O:27])=[CH:10][N:9]=1)=[O:32])[CH3:2]. Given the reactants [CH2:1]([O:3][C:4]1[CH:5]=[C:6]([CH:28]=[CH:29][CH:30]=1)[CH2:7][C:8]1[C:17]2[C:12](=[CH:13][C:14]([O:20][CH2:21][CH2:22][O:23][CH2:24][CH3:25])=[C:15]([O:18][CH3:19])[CH:16]=2)[C:11]([CH:26]=[O:27])=[CH:10][N:9]=1)[CH3:2].[Se](=O)=[O:32], predict the reaction product. (2) Given the reactants [NH:1]1[CH2:6][CH2:5][CH:4]([NH:7][C:8]2[O:9][C:10]3[C:16]([S:17]([NH2:20])(=[O:19])=[O:18])=[CH:15][CH:14]=[CH:13][C:11]=3[N:12]=2)[CH2:3][CH2:2]1.[CH2:21]([O:23][C:24]1[CH:25]=[C:26]([CH:29]=[C:30]([O:33][CH2:34][CH3:35])[C:31]=1[F:32])[CH:27]=O)[CH3:22].C([BH3-])#N.[Na+].C(N(C(C)C)C(C)C)C, predict the reaction product. The product is: [CH2:21]([O:23][C:24]1[CH:25]=[C:26]([CH:29]=[C:30]([O:33][CH2:34][CH3:35])[C:31]=1[F:32])[CH2:27][N:1]1[CH2:2][CH2:3][CH:4]([NH:7][C:8]2[O:9][C:10]3[C:16]([S:17]([NH2:20])(=[O:18])=[O:19])=[CH:15][CH:14]=[CH:13][C:11]=3[N:12]=2)[CH2:5][CH2:6]1)[CH3:22]. (3) Given the reactants [Cl:1][CH2:2][C:3]1[N:4]=[C:5]([C:8]2[CH:17]=[CH:16][C:11]([C:12]([O:14]C)=[O:13])=[CH:10][CH:9]=2)[S:6][CH:7]=1, predict the reaction product. The product is: [Cl:1][CH2:2][C:3]1[N:4]=[C:5]([C:8]2[CH:9]=[CH:10][C:11]([C:12]([OH:14])=[O:13])=[CH:16][CH:17]=2)[S:6][CH:7]=1. (4) The product is: [CH3:32][N:30]([CH:10]([C:11]1[C:19]([O:20][CH3:21])=[CH:18][C:17]([CH3:22])=[C:16]2[C:12]=1[CH:13]=[CH:14][NH:15]2)[C:8]1[NH:7][C:6]2[CH:41]=[CH:42][C:3]([C:1]#[N:2])=[CH:4][C:5]=2[N:9]=1)[CH3:31]. Given the reactants [C:1]([C:3]1[CH:42]=[CH:41][C:6]2[N:7](COCC[Si](C)(C)C)[C:8]([CH:10]([N:30]([CH3:32])[CH3:31])[C:11]3[C:19]([O:20][CH3:21])=[CH:18][C:17]([CH3:22])=[C:16]4[C:12]=3[CH:13]=[CH:14][N:15]4C(OC(C)(C)C)=O)=[N:9][C:5]=2[CH:4]=1)#[N:2].C(C1C=CC2N=C(C(N(C)C)C3C(OC)=CC(C)=C4C=3C=CN4C(OC(C)(C)C)=O)N(COCC[Si](C)(C)C)C=2C=1)#N, predict the reaction product. (5) Given the reactants [NH2:1][CH2:2][CH2:3][C:4]1[N:5]([CH:27]([C:34]2[CH:39]=[CH:38][CH:37]=[CH:36][CH:35]=2)[C:28]2[CH:33]=[CH:32][CH:31]=[CH:30][CH:29]=2)[C:6]2[C:11]([C:12]=1[CH2:13][CH2:14][O:15][C:16]1[CH:25]=[CH:24][C:19]([C:20]([O:22]C)=[O:21])=[CH:18][CH:17]=1)=[CH:10][C:9]([Cl:26])=[CH:8][CH:7]=2.[F:40][C:41]([F:47])([F:46])[S:42](Cl)(=[O:44])=[O:43], predict the reaction product. The product is: [CH:27]([N:5]1[C:6]2[C:11](=[CH:10][C:9]([Cl:26])=[CH:8][CH:7]=2)[C:12]([CH2:13][CH2:14][O:15][C:16]2[CH:17]=[CH:18][C:19]([C:20]([OH:22])=[O:21])=[CH:24][CH:25]=2)=[C:4]1[CH2:3][CH2:2][NH:1][S:42]([C:41]([F:47])([F:46])[F:40])(=[O:44])=[O:43])([C:28]1[CH:33]=[CH:32][CH:31]=[CH:30][CH:29]=1)[C:34]1[CH:39]=[CH:38][CH:37]=[CH:36][CH:35]=1. (6) Given the reactants FC(F)(F)S(O[C:7]1[CH2:12][CH2:11][N:10]([C:13]([O:15][C:16]([CH3:19])([CH3:18])[CH3:17])=[O:14])[CH2:9][C:8]=1[C:20]([O:22][CH2:23][CH3:24])=[O:21])(=O)=O.[CH2:27]([O:34][C:35]1[CH:36]=[C:37](B(O)O)[CH:38]=[CH:39][CH:40]=1)[C:28]1[CH:33]=[CH:32][CH:31]=[CH:30][CH:29]=1, predict the reaction product. The product is: [CH2:27]([O:34][C:35]1[CH:40]=[C:39]([C:7]2[CH2:12][CH2:11][N:10]([C:13]([O:15][C:16]([CH3:19])([CH3:18])[CH3:17])=[O:14])[CH2:9][C:8]=2[C:20]([O:22][CH2:23][CH3:24])=[O:21])[CH:38]=[CH:37][CH:36]=1)[C:28]1[CH:33]=[CH:32][CH:31]=[CH:30][CH:29]=1. (7) Given the reactants [Br:1][CH:2]1[N:10]=[C:9]2[C:4](=[CH:5][N:6](C(OC(C)(C)C)=O)[CH2:7][CH2:8]2)[S:3]1.[F:18][C:19]([F:24])([F:23])[C:20]([OH:22])=[O:21], predict the reaction product. The product is: [F:18][C:19]([F:24])([F:23])[C:20]([OH:22])=[O:21].[Br:1][C:2]1[S:3][C:4]2[CH2:5][NH:6][CH2:7][CH2:8][C:9]=2[N:10]=1.